Dataset: Full USPTO retrosynthesis dataset with 1.9M reactions from patents (1976-2016). Task: Predict the reactants needed to synthesize the given product. (1) Given the product [Cl:17][C:9]1[CH:10]=[C:11]([C:13]([F:16])([F:15])[F:14])[CH:12]=[C:7]([CH2:2][CH3:3])[N:8]=1, predict the reactants needed to synthesize it. The reactants are: O1CC[CH2:3][CH2:2]1.Cl[C:7]1[CH:12]=[C:11]([C:13]([F:16])([F:15])[F:14])[CH:10]=[C:9]([Cl:17])[N:8]=1.C([Mg]Br)C. (2) Given the product [C@H:12]12[CH2:14][C@H:9]([NH:8][CH2:13]1)[CH2:10][N:11]2[C:15]1[N:20]2[CH:21]=[CH:22][N:23]=[C:19]2[CH:18]=[C:17]([C:24]2[CH:29]=[CH:28][N:27]=[C:26]([NH:30][C@H:31]([C:33]3[CH:34]=[CH:35][CH:36]=[CH:37][CH:38]=3)[CH3:32])[CH:25]=2)[N:16]=1, predict the reactants needed to synthesize it. The reactants are: C(OC([N:8]1[CH2:13][CH:12]2[CH2:14][CH:9]1[CH2:10][N:11]2[C:15]1[N:20]2[CH:21]=[CH:22][N:23]=[C:19]2[CH:18]=[C:17]([C:24]2[CH:29]=[CH:28][N:27]=[C:26]([NH:30][CH:31]([C:33]3[CH:38]=[CH:37][CH:36]=[CH:35][CH:34]=3)[CH3:32])[CH:25]=2)[N:16]=1)=O)(C)(C)C.CO. (3) Given the product [CH:1]1([C:4]2[C:5]([N:16]3[CH2:17][CH2:18][CH2:19][CH2:20][CH2:21]3)=[CH:6][C:7]([O:14][CH3:15])=[C:8]([CH:13]=2)[CH:9]=[O:10])[CH2:3][CH2:2]1, predict the reactants needed to synthesize it. The reactants are: [CH:1]1([C:4]2[C:5]([N:16]3[CH2:21][CH2:20][CH2:19][CH2:18][CH2:17]3)=[CH:6][C:7]([O:14][CH3:15])=[C:8]([CH:13]=2)[C:9](OC)=[O:10])[CH2:3][CH2:2]1.CC(OI1(OC(C)=O)(OC(C)=O)OC(=O)C2C=CC=CC1=2)=O. (4) The reactants are: [Cl:1][C:2]1[CH:3]=[CH:4][C:5]([C:28]([F:31])([F:30])[F:29])=[C:6]([CH:27]=1)[CH2:7][N:8]1[CH2:13][CH2:12][NH:11][C:10]2[N:14]=[CH:15][C:16]([C:18]3[CH:19]=[C:20]([CH:24]=[CH:25][CH:26]=3)[C:21]([OH:23])=O)=[CH:17][C:9]1=2.[Cl:32][C:33]1[CH:34]=[C:35]([N:39]2[CH2:44][CH2:43][NH:42][CH2:41][CH2:40]2)[CH:36]=[CH:37][CH:38]=1. Given the product [Cl:32][C:33]1[CH:34]=[C:35]([N:39]2[CH2:44][CH2:43][N:42]([C:21]([C:20]3[CH:24]=[CH:25][CH:26]=[C:18]([C:16]4[CH:15]=[N:14][C:10]5[NH:11][CH2:12][CH2:13][N:8]([CH2:7][C:6]6[CH:27]=[C:2]([Cl:1])[CH:3]=[CH:4][C:5]=6[C:28]([F:31])([F:30])[F:29])[C:9]=5[CH:17]=4)[CH:19]=3)=[O:23])[CH2:41][CH2:40]2)[CH:36]=[CH:37][CH:38]=1, predict the reactants needed to synthesize it. (5) Given the product [ClH:1].[NH2:39][C:37](=[O:38])[CH2:36][N:14]1[CH2:15][CH2:16][C@@H:11]([C:9]([N:8]([CH2:7][C:6]2[CH:26]=[C:27]([C:29]([F:30])([F:31])[F:32])[CH:28]=[C:4]([C:3]([F:2])([F:33])[F:34])[CH:5]=2)[CH3:25])=[O:10])[C@H:12]([C:17]2[CH:22]=[CH:21][C:20]([F:23])=[CH:19][C:18]=2[CH3:24])[CH2:13]1, predict the reactants needed to synthesize it. The reactants are: [ClH:1].[F:2][C:3]([F:34])([F:33])[C:4]1[CH:5]=[C:6]([CH:26]=[C:27]([C:29]([F:32])([F:31])[F:30])[CH:28]=1)[CH2:7][N:8]([CH3:25])[C:9]([C@@H:11]1[CH2:16][CH2:15][NH:14][CH2:13][C@H:12]1[C:17]1[CH:22]=[CH:21][C:20]([F:23])=[CH:19][C:18]=1[CH3:24])=[O:10].Br[CH2:36][C:37]([NH2:39])=[O:38].[Na+].[I-].Cl.C(OCC)(=O)C.